From a dataset of Forward reaction prediction with 1.9M reactions from USPTO patents (1976-2016). Predict the product of the given reaction. (1) Given the reactants [CH:1]([C:3]1[C:4]([C:11]2[CH:16]=[CH:15][C:14]([O:17][CH:18]([CH3:20])[CH3:19])=[C:13]([Cl:21])[CH:12]=2)=[N:5][N:6]([CH3:10])[C:7]=1[O:8][CH3:9])=O.C(C1C(C2C=CC(OC(C)C)=C(C)C=2)=NN(C)C=1OC)=O, predict the reaction product. The product is: [CH3:10][N:6]1[C:7]([O:8][CH3:9])=[C:3]([CH3:1])[C:4]([C:11]2[CH:16]=[CH:15][C:14]([O:17][CH:18]([CH3:19])[CH3:20])=[C:13]([Cl:21])[CH:12]=2)=[N:5]1. (2) Given the reactants [C:1]([O:5][C:6]([N:8]1[C@H:13]([CH2:14]OS(C2C=CC(C)=CC=2)(=O)=O)[CH2:12][C@@H:11]2[C@H:9]1[CH2:10]2)=[O:7])([CH3:4])([CH3:3])[CH3:2].[N-:26]=[N+:27]=[N-:28].[Na+], predict the reaction product. The product is: [C:1]([O:5][C:6]([N:8]1[C@H:13]([CH2:14][N:26]=[N+:27]=[N-:28])[CH2:12][C@@H:11]2[C@H:9]1[CH2:10]2)=[O:7])([CH3:4])([CH3:3])[CH3:2]. (3) Given the reactants [OH:1][C:2]1[CH:3]=[C:4]([CH:7]=[CH:8][C:9]=1[N+:10]([O-:12])=[O:11])[CH:5]=[O:6].C(=O)([O-])[O-].[K+].[K+].O.[CH2:20]([O:22][C:23](=[O:26])[CH2:24]Cl)[CH3:21], predict the reaction product. The product is: [CH2:20]([O:22][C:23](=[O:26])[CH2:24][O:1][C:2]1[CH:3]=[C:4]([CH:5]=[O:6])[CH:7]=[CH:8][C:9]=1[N+:10]([O-:12])=[O:11])[CH3:21]. (4) Given the reactants [Br:1][C:2]1[CH:7]=[CH:6][C:5]([C:8]2([NH2:11])[CH2:10][CH2:9]2)=[C:4]([F:12])[CH:3]=1.[C:13](O[C:13]([O:15][C:16]([CH3:19])([CH3:18])[CH3:17])=[O:14])([O:15][C:16]([CH3:19])([CH3:18])[CH3:17])=[O:14], predict the reaction product. The product is: [Br:1][C:2]1[CH:7]=[CH:6][C:5]([C:8]2([NH:11][C:13](=[O:14])[O:15][C:16]([CH3:19])([CH3:18])[CH3:17])[CH2:9][CH2:10]2)=[C:4]([F:12])[CH:3]=1. (5) Given the reactants Cl.Cl.[Cl:3][C:4]1C=C(C2(O)CCCCC2CCN2CCN(C)CC2)C=CC=1OCC1C=CC=C(C(F)(F)F)C=1.Cl.Cl.[Cl:40][C:41]1[CH:42]=[C:43]([CH:59]([C:67]2([OH:73])[CH2:72][CH2:71][CH2:70][CH2:69][CH2:68]2)[CH2:60][N:61]2[CH2:66][CH2:65][NH:64][CH2:63][CH2:62]2)[CH:44]=[CH:45][C:46]=1[O:47][CH2:48][C:49]1[CH:54]=[CH:53][CH:52]=[C:51]([C:55]([F:58])([F:57])[F:56])[CH:50]=1, predict the reaction product. The product is: [ClH:3].[ClH:40].[Cl:40][C:41]1[CH:42]=[C:43]([CH:59]([C:67]2([OH:73])[CH2:72][CH2:71][CH2:70][CH2:69][CH2:68]2)[CH2:60][N:61]2[CH2:62][CH2:63][N:64]([CH3:4])[CH2:65][CH2:66]2)[CH:44]=[CH:45][C:46]=1[O:47][CH2:48][C:49]1[CH:54]=[CH:53][CH:52]=[C:51]([C:55]([F:57])([F:58])[F:56])[CH:50]=1. (6) The product is: [CH3:1][O:2][C:3]([C:5]1[C:14]2[C:9](=[CH:10][CH:11]=[CH:12][CH:13]=2)[N:8]=[C:7]([C:15]2[CH:20]=[CH:19][CH:18]=[CH:17][CH:16]=2)[C:6]=1[CH2:21][Br:22])=[O:4]. Given the reactants [CH3:1][O:2][C:3]([C:5]1[C:14]2[C:9](=[CH:10][CH:11]=[CH:12][CH:13]=2)[N:8]=[C:7]([C:15]2[CH:20]=[CH:19][CH:18]=[CH:17][CH:16]=2)[C:6]=1[CH3:21])=[O:4].[Br:22]N1C(=O)CCC1=O.C(OOC(=O)C1C=CC=CC=1)(=O)C1C=CC=CC=1, predict the reaction product.